The task is: Predict the reaction yield, written as a fraction of the theoretical maximum amount of product (1.0 means a 100% yield; for example, 0.34 means a 34% yield).. This data is from Reaction yield outcomes from USPTO patents with 853,638 reactions. (1) The reactants are [C:1]([C:6]1[CH:7]=[CH:8][C:9]([O:15][CH3:16])=[C:10]([CH:14]=1)[C:11]([OH:13])=O)(=[O:5])[CH:2]([CH3:4])[CH3:3].[F:17][C:18]([F:31])([F:30])[C:19]1[CH:20]=[C:21]([CH:23]=[C:24]([C:26]([F:29])([F:28])[F:27])[CH:25]=1)[NH2:22]. No catalyst specified. The product is [C:1]([C:6]1[CH:7]=[CH:8][C:9]([O:15][CH3:16])=[C:10]([CH:14]=1)[C:11]([NH:22][C:21]1[CH:23]=[C:24]([C:26]([F:27])([F:28])[F:29])[CH:25]=[C:19]([C:18]([F:17])([F:30])[F:31])[CH:20]=1)=[O:13])(=[O:5])[CH:2]([CH3:3])[CH3:4]. The yield is 0.614. (2) The reactants are C([N:8]1[CH2:12][CH2:11][C:10]([C:15]2[CH:20]=[CH:19][C:18]([F:21])=[C:17]([Cl:22])[CH:16]=2)([O:13][CH3:14])[CH2:9]1)C1C=CC=CC=1.ClC(OC(Cl)C)=O. The catalyst is ClCCCl. The product is [Cl:22][C:17]1[CH:16]=[C:15]([C:10]2([O:13][CH3:14])[CH2:11][CH2:12][NH:8][CH2:9]2)[CH:20]=[CH:19][C:18]=1[F:21]. The yield is 0.530. (3) The catalyst is FC(F)(F)C(O)=O. The reactants are C([O:8][C:9]1[CH:28]=[CH:27][C:12]([CH2:13][C:14]2[CH:18]=[C:17]([C:19]3[C:20]([NH2:26])=[N:21][C:22]([NH2:25])=[CH:23][CH:24]=3)[O:16][N:15]=2)=[CH:11][CH:10]=1)C1C=CC=CC=1.C1(SC)C=CC=CC=1.C(=O)([O-])O.[Na+]. The product is [NH2:26][C:20]1[C:19]([C:17]2[O:16][N:15]=[C:14]([CH2:13][C:12]3[CH:27]=[CH:28][C:9]([OH:8])=[CH:10][CH:11]=3)[CH:18]=2)=[CH:24][CH:23]=[C:22]([NH2:25])[N:21]=1. The yield is 0.950. (4) The reactants are [N+:1]([CH3:4])([O-:3])=[O:2].C[O-].[Na+].[Cl:8][C:9]1[CH:17]=[C:16]2[C:12](/[C:13](=[CH:19]/[CH2:20][C:21]([CH3:24])([CH3:23])[CH3:22])/[C:14](=[O:18])[NH:15]2)=[CH:11][CH:10]=1.C(O)(=O)C. The catalyst is CO. The product is [Cl:8][C:9]1[CH:17]=[C:16]2[C:12]([CH:13]([CH:19]([CH2:4][N+:1]([O-:3])=[O:2])[CH2:20][C:21]([CH3:24])([CH3:23])[CH3:22])[C:14](=[O:18])[NH:15]2)=[CH:11][CH:10]=1. The yield is 0.900. (5) The reactants are [NH2:1][C:2]1[N:3]=[C:4]2[CH:9]=[CH:8][C:7]([O:10][C:11]3[CH:12]=[C:13]([NH:17][C:18](=[O:29])[C:19]4[CH:24]=[CH:23][CH:22]=[C:21]([C:25]([F:28])([F:27])[F:26])[CH:20]=4)[CH:14]=[CH:15][CH:16]=3)=[N:6][N:5]2[CH:30]=1.C(N(CC)CC)C.[Cl:38][C:39]1[CH:47]=[CH:46][C:42]([C:43](Cl)=[O:44])=[CH:41][N:40]=1. The catalyst is O1CCCC1. The product is [Cl:38][C:39]1[CH:47]=[CH:46][C:42]([C:43]([NH:1][C:2]2[N:3]=[C:4]3[CH:9]=[CH:8][C:7]([O:10][C:11]4[CH:16]=[CH:15][CH:14]=[C:13]([NH:17][C:18](=[O:29])[C:19]5[CH:24]=[CH:23][CH:22]=[C:21]([C:25]([F:28])([F:27])[F:26])[CH:20]=5)[CH:12]=4)=[N:6][N:5]3[CH:30]=2)=[O:44])=[CH:41][N:40]=1. The yield is 0.770.